Dataset: Forward reaction prediction with 1.9M reactions from USPTO patents (1976-2016). Task: Predict the product of the given reaction. (1) Given the reactants [H-].[Na+].[F:3][C:4]([F:15])([F:14])[C:5]1[CH:10]=[CH:9][N:8]=[CH:7][C:6]=1[C:11]([NH2:13])=[O:12].[CH2:16]([N:23]=[C:24]=[S:25])[C:17]1[CH:22]=[CH:21][CH:20]=[CH:19][CH:18]=1.Br[CH2:27][CH2:28]Br, predict the reaction product. The product is: [CH2:16]([N:23]1[CH2:28][CH2:27][S:25][C:24]1=[N:13][C:11]([C:6]1[CH:7]=[N:8][CH:9]=[CH:10][C:5]=1[C:4]([F:3])([F:14])[F:15])=[O:12])[C:17]1[CH:22]=[CH:21][CH:20]=[CH:19][CH:18]=1. (2) Given the reactants C1(S([N:10]2[C:18]3[C:13](=[CH:14][CH:15]=[C:16]([O:19][CH3:20])[CH:17]=3)[CH:12]=[C:11]2[C:21]2[CH:26]=[CH:25][C:24]([O:27][CH3:28])=[CH:23][C:22]=2[N+:29]([O-:31])=[O:30])(=O)=O)C=CC=CC=1.[F-].C([N+](CCCC)(CCCC)CCCC)CCC.O1CCCC1, predict the reaction product. The product is: [CH3:20][O:19][C:16]1[CH:17]=[C:18]2[C:13]([CH:12]=[C:11]([C:21]3[CH:26]=[CH:25][C:24]([O:27][CH3:28])=[CH:23][C:22]=3[N+:29]([O-:31])=[O:30])[NH:10]2)=[CH:14][CH:15]=1. (3) Given the reactants [O:1]=[C:2]1[C:10](=[C:11]2[C:19]3[C:14](=[CH:15][CH:16]=[CH:17][CH:18]=3)[CH:13]([CH2:20]COS(C)(=O)=O)[O:12]2)[C:9]2[C:4](=[CH:5][CH:6]=[CH:7][CH:8]=2)[NH:3]1.[CH3:27][O:28][CH2:29][CH2:30][NH:31][CH2:32][CH2:33][CH3:34].O1CCOC[CH2:36]1, predict the reaction product. The product is: [CH3:27][O:28][CH2:29][CH2:30][N:31]([CH2:32][CH2:33][CH3:34])[CH2:36][CH2:20][CH:13]1[C:14]2[C:19](=[CH:18][CH:17]=[CH:16][CH:15]=2)[C:11](=[C:10]2[C:9]3[C:4](=[CH:5][CH:6]=[CH:7][CH:8]=3)[NH:3][C:2]2=[O:1])[O:12]1. (4) Given the reactants [CH3:1][S:2](Cl)(=[O:4])=[O:3].[Cl:6][C:7]1[CH:8]=[C:9]([N:13]2[CH:17]=[C:16]([CH2:18][OH:19])[N:15]=[N:14]2)[CH:10]=[CH:11][CH:12]=1.C(N(CC)CC)C.C([O-])(O)=O.[Na+], predict the reaction product. The product is: [Cl:6][C:7]1[CH:8]=[C:9]([N:13]2[CH:17]=[C:16]([CH2:18][O:19][S:2]([CH3:1])(=[O:4])=[O:3])[N:15]=[N:14]2)[CH:10]=[CH:11][CH:12]=1. (5) Given the reactants C1(C)C=CC=CC=1.I[C:9]1[CH:10]=[CH:11][C:12]2[N:13]([CH:15]=[CH:16][N:17]=2)[CH:14]=1.N1C2C(=CC=C3C=2N=CC=C3)C=CC=1.[C:32](=O)([O-])[O-:33].[Cs+].[Cs+], predict the reaction product. The product is: [CH3:32][O:33][C:9]1[CH:10]=[CH:11][C:12]2[N:13]([CH:15]=[CH:16][N:17]=2)[CH:14]=1. (6) Given the reactants Br[C:2]1[S:3][CH:4]=[C:5]([Br:7])[CH:6]=1.[C:8]([Si:12]([CH3:33])([CH3:32])[O:13][CH:14]1[C:22]2[C:17](=[C:18](B3OC(C)(C)C(C)(C)O3)[CH:19]=[CH:20][CH:21]=2)[CH2:16][CH2:15]1)([CH3:11])([CH3:10])[CH3:9].C(=O)([O-])[O-].[K+].[K+], predict the reaction product. The product is: [Br:7][C:5]1[CH:6]=[C:2]([C:18]2[CH:19]=[CH:20][CH:21]=[C:22]3[C:17]=2[CH2:16][CH2:15][CH:14]3[O:13][Si:12]([C:8]([CH3:11])([CH3:10])[CH3:9])([CH3:32])[CH3:33])[S:3][CH:4]=1.